From a dataset of Full USPTO retrosynthesis dataset with 1.9M reactions from patents (1976-2016). Predict the reactants needed to synthesize the given product. (1) The reactants are: [Na].C([O:8][CH2:9][C:10]1[S:11][C:12]2[C:17]([N:18]=1)=[CH:16][C:15]([NH:19][C:20](=[O:34])[C:21]1[CH:26]=[CH:25][C:24](/[CH:27]=[CH:28]/[C:29]([F:32])([F:31])[F:30])=[CH:23][C:22]=1[CH3:33])=[CH:14][N:13]=2)(=O)C(C)(C)C. Given the product [OH:8][CH2:9][C:10]1[S:11][C:12]2[C:17]([N:18]=1)=[CH:16][C:15]([NH:19][C:20](=[O:34])[C:21]1[CH:26]=[CH:25][C:24](/[CH:27]=[CH:28]/[C:29]([F:32])([F:30])[F:31])=[CH:23][C:22]=1[CH3:33])=[CH:14][N:13]=2, predict the reactants needed to synthesize it. (2) Given the product [CH2:1]([O:8][CH2:9][CH:10]1[CH2:15][C:14](=[O:16])[CH2:13][CH2:12][O:11]1)[C:2]1[CH:3]=[CH:4][CH:5]=[CH:6][CH:7]=1, predict the reactants needed to synthesize it. The reactants are: [CH2:1]([O:8][CH2:9][CH:10]1[CH2:15][C:14](=[O:16])[CH:13]=[CH:12][O:11]1)[C:2]1[CH:7]=[CH:6][CH:5]=[CH:4][CH:3]=1. (3) The reactants are: [CH2:1]([CH2:5][C:6](=O)[CH3:7])[C:2]([CH3:4])=O.[CH3:9][O:10][C:11]1[CH:17]=[C:16]([O:18][CH3:19])[CH:15]=[CH:14][C:12]=1[NH2:13]. Given the product [CH3:9][O:10][C:11]1[CH:17]=[C:16]([O:18][CH3:19])[CH:15]=[CH:14][C:12]=1[N:13]1[C:6]([CH3:7])=[CH:5][CH:1]=[C:2]1[CH3:4], predict the reactants needed to synthesize it. (4) Given the product [C:21]([O:1][C:2]1[CH:20]=[CH:19][C:5]([C:6]2[C:15](=[O:16])[C:14]3[C:9](=[C:10]([CH3:18])[C:11]([O:17][C:29](=[O:30])[CH3:28])=[CH:12][CH:13]=3)[O:8][CH:7]=2)=[CH:4][CH:3]=1)(=[O:23])[CH3:22], predict the reactants needed to synthesize it. The reactants are: [OH:1][C:2]1[CH:20]=[CH:19][C:5]([C:6]2[C:15](=[O:16])[C:14]3[C:9](=[C:10]([CH3:18])[C:11]([OH:17])=[CH:12][CH:13]=3)[O:8][CH:7]=2)=[CH:4][CH:3]=1.[C:21](OC(=O)C)(=[O:23])[CH3:22].[CH3:28][C:29](CC(O)=O)=[O:30]. (5) Given the product [F:1][CH:2]([F:17])[N:3]1[C:4](=[O:16])[CH:5]=[CH:6][C:7]([N:9]2[C:13]([CH3:14])=[CH:12][C:11]([N:30]3[CH2:31][CH2:32][O:33][C@H:28]([C@:19]([OH:18])([CH3:27])[C:20]([O:22][C:23]([CH3:24])([CH3:25])[CH3:26])=[O:21])[C:29]3=[O:34])=[N:10]2)=[CH:8]1, predict the reactants needed to synthesize it. The reactants are: [F:1][CH:2]([F:17])[N:3]1[CH:8]=[C:7]([N:9]2[C:13]([CH3:14])=[CH:12][C:11](I)=[N:10]2)[CH:6]=[CH:5][C:4]1=[O:16].[OH:18][C@@:19]([C@H:28]1[O:33][CH2:32][CH2:31][NH:30][C:29]1=[O:34])([CH3:27])[C:20]([O:22][C:23]([CH3:26])([CH3:25])[CH3:24])=[O:21].BrC1C=CC(=O)N(C(F)F)C=1.NC1C=CNN=1. (6) The reactants are: [CH2:1]([Mg]Br)[CH3:2].CO[C:7](=[O:16])[C:8]1[CH:13]=[CH:12][C:11]([Br:14])=[C:10]([CH3:15])[CH:9]=1.[Cl-].[NH4+].O1CC[CH2:21][CH2:20]1. Given the product [Br:14][C:11]1[CH:12]=[CH:13][C:8]([C:7]([OH:16])([CH2:1][CH3:2])[CH2:20][CH3:21])=[CH:9][C:10]=1[CH3:15], predict the reactants needed to synthesize it.